From a dataset of Forward reaction prediction with 1.9M reactions from USPTO patents (1976-2016). Predict the product of the given reaction. (1) Given the reactants [F:1][C:2]1[CH:7]=[C:6]([N+:8]([O-])=O)[CH:5]=[CH:4][C:3]=1[N:11]1[CH2:16][CH2:15][N:14]([CH:17]2[CH2:22][CH2:21][O:20][CH2:19][CH2:18]2)[CH2:13][CH2:12]1, predict the reaction product. The product is: [F:1][C:2]1[CH:7]=[C:6]([CH:5]=[CH:4][C:3]=1[N:11]1[CH2:16][CH2:15][N:14]([CH:17]2[CH2:22][CH2:21][O:20][CH2:19][CH2:18]2)[CH2:13][CH2:12]1)[NH2:8]. (2) Given the reactants [C:1]1([C:7]2[C:8]3[CH:18]=[CH:17][CH:16]=[CH:15][C:9]=3[NH:10][C:11](=[O:14])[CH2:12][N:13]=2)[CH:6]=[CH:5][CH:4]=[CH:3][CH:2]=1.Br[CH2:20][CH2:21][CH2:22][CH2:23][CH2:24][C:25]([O:27][CH2:28][CH3:29])=[O:26].C(=O)([O-])[O-].[K+].[K+], predict the reaction product. The product is: [O:14]=[C:11]1[N:10]([CH2:20][CH2:21][CH2:22][CH2:23][CH2:24][C:25]([O:27][CH2:28][CH3:29])=[O:26])[C:9]2[CH:15]=[CH:16][CH:17]=[CH:18][C:8]=2[C:7]([C:1]2[CH:2]=[CH:3][CH:4]=[CH:5][CH:6]=2)=[N:13][CH2:12]1. (3) Given the reactants [F:1][C:2]1[CH:7]=[CH:6][C:5]([C:8]2[C:13]([C:14]3[CH:19]=[CH:18][N:17]=[CH:16][CH:15]=3)=[C:12]([C:20]3[CH:25]=[CH:24][C:23]([F:26])=[CH:22][CH:21]=3)[N:11]=[C:10]3[O:27][C:28]([C:30](O)=[O:31])=[CH:29][C:9]=23)=[CH:4][CH:3]=1.[NH2:33][CH2:34][CH2:35][OH:36].F[P-](F)(F)(F)(F)F.C[NH+]1CCN(C)C1, predict the reaction product. The product is: [OH:36][CH2:35][CH2:34][NH:33][C:30]([C:28]1[O:27][C:10]2=[N:11][C:12]([C:20]3[CH:25]=[CH:24][C:23]([F:26])=[CH:22][CH:21]=3)=[C:13]([C:14]3[CH:15]=[CH:16][N:17]=[CH:18][CH:19]=3)[C:8]([C:5]3[CH:6]=[CH:7][C:2]([F:1])=[CH:3][CH:4]=3)=[C:9]2[CH:29]=1)=[O:31]. (4) Given the reactants [CH3:1][C:2]1([CH3:14])[C:8]2[CH:9]=[CH:10][CH:11]=[CH:12][C:7]=2[C:6](=[O:13])[CH2:5][CH2:4][CH2:3]1.[BH4-].[Na+], predict the reaction product. The product is: [CH3:1][C:2]1([CH3:14])[C:8]2[CH:9]=[CH:10][CH:11]=[CH:12][C:7]=2[CH:6]([OH:13])[CH2:5][CH2:4][CH2:3]1.